Dataset: Full USPTO retrosynthesis dataset with 1.9M reactions from patents (1976-2016). Task: Predict the reactants needed to synthesize the given product. (1) Given the product [CH3:26][C:16]1[CH:21]=[CH:20][C:19]([S:22]([O:8][CH2:7][CH:6]([O:5][CH3:4])[CH3:9])(=[O:24])=[O:23])=[CH:18][CH:17]=1, predict the reactants needed to synthesize it. The reactants are: ClCCl.[CH3:4][O:5][CH:6]([CH3:9])[CH2:7][OH:8].N1C=CC=CC=1.[C:16]1([CH3:26])[CH:21]=[CH:20][C:19]([S:22](Cl)(=[O:24])=[O:23])=[CH:18][CH:17]=1. (2) Given the product [CH2:2]([C@H:4]([NH:11][C:12]([C:14]1[C:23]2[C:18](=[CH:19][CH:20]=[CH:21][CH:22]=2)[N:17]=[C:16]([C:24]2[CH:25]=[CH:26][CH:27]=[CH:28][CH:29]=2)[C:15]=1[N:30]1[CH2:34][CH2:33][CH2:32][C@H:31]1[CH2:35][OH:36])=[O:13])[C:5]1[CH:10]=[CH:9][CH:8]=[CH:7][CH:6]=1)[CH3:3], predict the reactants needed to synthesize it. The reactants are: Cl.[CH2:2]([C@H:4]([NH:11][C:12]([C:14]1[C:23]2[C:18](=[CH:19][CH:20]=[CH:21][CH:22]=2)[N:17]=[C:16]([C:24]2[CH:29]=[CH:28][CH:27]=[CH:26][CH:25]=2)[C:15]=1[N:30]1[CH2:34][CH2:33][CH2:32][C@H:31]1[C:35](OC)=[O:36])=[O:13])[C:5]1[CH:10]=[CH:9][CH:8]=[CH:7][CH:6]=1)[CH3:3].[BH4-].[Na+].CO. (3) Given the product [CH:11]1[CH:12]=[CH:13][C:14]2[N:15]([C:16]([NH2:18])=[O:17])[C:4]3[CH:3]=[CH:2][CH:1]=[CH:6][C:5]=3[CH:7]=[CH:8][C:9]=2[CH:10]=1.[C:19]([NH2:27])(=[O:26])[C:20]1[CH:25]=[CH:24][CH:23]=[N:22][CH:21]=1, predict the reactants needed to synthesize it. The reactants are: [CH:1]1[CH:2]=[CH:3][C:4]2[N:15]([C:16]([NH2:18])=[O:17])[C:14]3[CH:13]=[CH:12][CH:11]=[CH:10][C:9]=3[CH:8]=[CH:7][C:5]=2[CH:6]=1.[C:19]([NH2:27])(=[O:26])[C:20]1[CH:25]=[CH:24][CH:23]=[N:22][CH:21]=1.CO.C(O)C. (4) The reactants are: [C:1]([O:4][C:5]1[C:6]([CH3:21])=[C:7]2[C:12](=[C:13]([N+:16]([O-])=O)[C:14]=1[CH3:15])[O:11][C:10]([CH3:20])([CH3:19])[CH2:9][CH2:8]2)(=[O:3])[CH3:2].[NH4+].[Cl-]. Given the product [C:1]([O:4][C:5]1[C:6]([CH3:21])=[C:7]2[C:12](=[C:13]([NH2:16])[C:14]=1[CH3:15])[O:11][C:10]([CH3:20])([CH3:19])[CH2:9][CH2:8]2)(=[O:3])[CH3:2], predict the reactants needed to synthesize it. (5) Given the product [Cl:3][C:4]1[N:5]=[C:6]([S:11][CH3:12])[N:7]=[C:8]([NH:1][NH2:2])[CH:9]=1, predict the reactants needed to synthesize it. The reactants are: [NH2:1][NH2:2].[Cl:3][C:4]1[CH:9]=[C:8](Cl)[N:7]=[C:6]([S:11][CH3:12])[N:5]=1. (6) Given the product [NH2:1][C:2]1[CH:10]=[C:9]([I:11])[CH:8]=[CH:7][C:3]=1[C:4]([NH2:14])=[O:5], predict the reactants needed to synthesize it. The reactants are: [NH2:1][C:2]1[CH:10]=[C:9]([I:11])[CH:8]=[CH:7][C:3]=1[C:4](O)=[O:5].CC[N:14]=C=NCCCN(C)C.ON1C2C=CC=CC=2N=N1.CCN(C(C)C)C(C)C.N. (7) Given the product [CH2:25]([NH:27][C:28]([NH:24][C:21]1[CH:20]=[CH:19][C:18]([C:17]#[C:16][C:13]2[N:14]=[N:15][C:10]([N:5]3[CH2:6][CH:7]4[N:2]([CH3:1])[CH:3]([CH2:9][CH2:8]4)[CH2:4]3)=[CH:11][CH:12]=2)=[CH:23][CH:22]=1)=[O:29])[CH3:26], predict the reactants needed to synthesize it. The reactants are: [CH3:1][N:2]1[CH:7]2[CH2:8][CH2:9][CH:3]1[CH2:4][N:5]([C:10]1[N:15]=[N:14][C:13]([C:16]#[C:17][C:18]3[CH:23]=[CH:22][C:21]([NH2:24])=[CH:20][CH:19]=3)=[CH:12][CH:11]=1)[CH2:6]2.[CH2:25]([N:27]=[C:28]=[O:29])[CH3:26]. (8) Given the product [NH2:1][C:2]1[N:16]=[CH:15][C:14]([C:24]2[CH:25]=[CH:26][C:21]([CH2:20][NH2:19])=[CH:22][CH:23]=2)=[CH:13][C:3]=1[C:4]([NH:6][C:7]1[CH:12]=[CH:11][N:10]=[CH:9][CH:8]=1)=[O:5], predict the reactants needed to synthesize it. The reactants are: [NH2:1][C:2]1[N:16]=[CH:15][C:14](Br)=[CH:13][C:3]=1[C:4]([NH:6][C:7]1[CH:12]=[CH:11][N:10]=[CH:9][CH:8]=1)=[O:5].Cl.[NH2:19][CH2:20][C:21]1[CH:26]=[CH:25][C:24](B(O)O)=[CH:23][CH:22]=1.